Dataset: Forward reaction prediction with 1.9M reactions from USPTO patents (1976-2016). Task: Predict the product of the given reaction. Given the reactants Cl[C:2]1[C:14]2[C:13]3[C:8](=[CH:9][CH:10]=[CH:11][CH:12]=3)[C@@:7]([C:16]([F:19])([F:18])[F:17])([OH:15])[C:6]=2[CH:5]=[C:4]([O:20][CH2:21][C@@H:22]([OH:24])[CH3:23])[CH:3]=1.[CH3:25][C:26]([OH:43])([CH3:42])[CH2:27][N:28]1[CH:32]=[C:31](B2OC(C)(C)C(C)(C)O2)[CH:30]=[N:29]1.C(=O)([O-])O.[Na+].C1(P(C2CCCCC2)C2C=CC=CC=2C2C(OC)=CC=CC=2OC)CCCCC1, predict the reaction product. The product is: [OH:43][C:26]([CH3:25])([CH3:42])[CH2:27][N:28]1[CH:32]=[C:31]([C:2]2[C:14]3[C:13]4[C:8](=[CH:9][CH:10]=[CH:11][CH:12]=4)[C@@:7]([C:16]([F:17])([F:18])[F:19])([OH:15])[C:6]=3[CH:5]=[C:4]([O:20][CH2:21][C@@H:22]([OH:24])[CH3:23])[CH:3]=2)[CH:30]=[N:29]1.